Dataset: Full USPTO retrosynthesis dataset with 1.9M reactions from patents (1976-2016). Task: Predict the reactants needed to synthesize the given product. (1) Given the product [C:1]([C@H:5]1[CH2:10][CH2:9][C@H:8]([O:11][C:12]2[CH:21]=[CH:20][CH:19]=[C:18]3[C:13]=2[CH:14]=[CH:15][C:16]([CH2:22][NH:24][CH:25]2[CH2:28][CH:27]([C:29]([O:31][CH2:32][CH3:33])=[O:30])[C:26]2([CH3:34])[CH3:35])=[CH:17]3)[CH2:7][CH2:6]1)([CH3:4])([CH3:3])[CH3:2], predict the reactants needed to synthesize it. The reactants are: [C:1]([C@H:5]1[CH2:10][CH2:9][C@H:8]([O:11][C:12]2[CH:21]=[CH:20][CH:19]=[C:18]3[C:13]=2[CH:14]=[CH:15][C:16]([CH:22]=O)=[CH:17]3)[CH2:7][CH2:6]1)([CH3:4])([CH3:3])[CH3:2].[NH2:24][CH:25]1[CH2:28][CH:27]([C:29]([O:31][CH2:32][CH3:33])=[O:30])[C:26]1([CH3:35])[CH3:34].CC(O)=O.[BH-](OC(C)=O)(OC(C)=O)OC(C)=O.[Na+]. (2) Given the product [C:13](=[O:14])([O:5][C:1]([CH3:4])([CH3:3])[CH3:2])[O:15][CH:16]([Cl:18])[CH3:17], predict the reactants needed to synthesize it. The reactants are: [C:1]([OH:5])([CH3:4])([CH3:3])[CH3:2].N1C=CC=CC=1.Cl[C:13]([O:15][CH:16]([Cl:18])[CH3:17])=[O:14]. (3) Given the product [F:1][CH:2]([F:23])[O:3][C:4]1[C:5]([O:22][CH2:31][C:32]2([CH2:36][O:37][CH3:38])[CH2:35][O:34][CH2:33]2)=[C:6]([C:12]2[CH:20]=[CH:19][CH:18]=[C:17]3[C:13]=2[CH2:14][CH2:15][C:16]3=[O:21])[CH:7]=[CH:8][C:9]=1[O:10][CH3:11], predict the reactants needed to synthesize it. The reactants are: [F:1][CH:2]([F:23])[O:3][C:4]1[C:5]([OH:22])=[C:6]([C:12]2[CH:20]=[CH:19][CH:18]=[C:17]3[C:13]=2[CH2:14][CH2:15][C:16]3=[O:21])[CH:7]=[CH:8][C:9]=1[O:10][CH3:11].C(=O)([O-])[O-].[K+].[K+].Br[CH2:31][C:32]1([CH2:36][O:37][CH3:38])[CH2:35][O:34][CH2:33]1. (4) Given the product [Cl:17][C:16]1[C:10]2[CH2:9][CH:8]3[CH:12]([C:11]=2[S:14][C:15]=1[CH3:18])[CH2:13][NH:6][CH2:7]3, predict the reactants needed to synthesize it. The reactants are: C(OC([N:6]1[CH2:13][CH:12]2[CH:8]([CH2:9][C:10]3[C:16]([Cl:17])=[C:15]([CH3:18])[S:14][C:11]=32)[CH2:7]1)=O)C.[OH-].[K+].